Dataset: Full USPTO retrosynthesis dataset with 1.9M reactions from patents (1976-2016). Task: Predict the reactants needed to synthesize the given product. (1) Given the product [CH3:38][S:39]([OH:42])(=[O:41])=[O:40].[Cl:1][C:2]1[C:7]([C:8]2[C:9](=[O:25])[N:10]([CH2:23][CH3:24])[C:11]3[C:16]([CH:17]=2)=[CH:15][N:14]=[C:13]([NH:18][CH2:19][CH2:20][O:21][CH3:22])[CH:12]=3)=[CH:6][C:5]([NH:26][C:27]([NH:29][C:30]2[CH:35]=[CH:34][C:33]([F:36])=[CH:32][CH:31]=2)=[O:28])=[C:4]([F:37])[CH:3]=1, predict the reactants needed to synthesize it. The reactants are: [Cl:1][C:2]1[C:7]([C:8]2[C:9](=[O:25])[N:10]([CH2:23][CH3:24])[C:11]3[C:16]([CH:17]=2)=[CH:15][N:14]=[C:13]([NH:18][CH2:19][CH2:20][O:21][CH3:22])[CH:12]=3)=[CH:6][C:5]([NH:26][C:27]([NH:29][C:30]2[CH:35]=[CH:34][C:33]([F:36])=[CH:32][CH:31]=2)=[O:28])=[C:4]([F:37])[CH:3]=1.[CH3:38][S:39]([OH:42])(=[O:41])=[O:40]. (2) Given the product [C:1]([C:3]1[CH:8]=[CH:7][C:6]([CH2:9][C:10]([O:12][CH3:20])=[O:11])=[C:5]([N+:13]([O-:15])=[O:14])[CH:4]=1)#[N:2], predict the reactants needed to synthesize it. The reactants are: [C:1]([C:3]1[CH:8]=[CH:7][C:6]([CH2:9][C:10]([OH:12])=[O:11])=[C:5]([N+:13]([O-:15])=[O:14])[CH:4]=1)#[N:2].S(Cl)(Cl)=O.[CH3:20]O. (3) Given the product [Cl:8][C:6]1[N:5]=[N:4][C:3]([O:20][C:17]2[CH:18]=[CH:19][C:14]([C:10]([CH3:13])([CH3:12])[CH3:11])=[CH:15][CH:16]=2)=[C:2]([OH:1])[CH:7]=1, predict the reactants needed to synthesize it. The reactants are: [OH:1][C:2]1[CH:7]=[C:6]([Cl:8])[N:5]=[N:4][C:3]=1Cl.[C:10]([C:14]1[CH:19]=[CH:18][C:17]([OH:20])=[CH:16][CH:15]=1)([CH3:13])([CH3:12])[CH3:11].[OH-].[Na+].Cl. (4) Given the product [F:1][C:2]([F:16])([C:10]1[CH:15]=[CH:14][CH:13]=[CH:12][CH:11]=1)[CH2:3][CH2:4][CH2:5][OH:6], predict the reactants needed to synthesize it. The reactants are: [F:1][C:2]([F:16])([C:10]1[CH:15]=[CH:14][CH:13]=[CH:12][CH:11]=1)[CH2:3][CH2:4][C:5](OCC)=[O:6].FC(F)(CCC1C=CC=CC=1)CO. (5) Given the product [N+:1]([C:4]1[C:5]([C:9]([NH2:11])=[O:10])=[N:6][N:7]([CH3:12])[CH:8]=1)([O-:3])=[O:2], predict the reactants needed to synthesize it. The reactants are: [N+:1]([C:4]1[C:5]([C:9]([NH2:11])=[O:10])=[N:6][NH:7][CH:8]=1)([O-:3])=[O:2].[C:12](=O)([O-])[O-].[K+].[K+].CI. (6) Given the product [NH2:1][C:2]1[NH:3][C:4](=[O:13])[C:5]2[N:11]=[C:10]([C:24]3[CH:25]=[CH:26][C:21]([F:20])=[CH:22][CH:23]=3)[CH:9]=[CH:8][C:6]=2[N:7]=1, predict the reactants needed to synthesize it. The reactants are: [NH2:1][C:2]1[NH:3][C:4](=[O:13])[C:5]2[N:11]=[C:10](Cl)[CH:9]=[CH:8][C:6]=2[N:7]=1.C(=O)([O-])[O-].[K+].[K+].[F:20][C:21]1[CH:26]=[CH:25][C:24](B(O)O)=[CH:23][CH:22]=1. (7) Given the product [CH2:1]([O:3][C:4]([C:6]1[C:7]([CH:21]2[CH2:23][CH2:22]2)=[N:8][N:9]([CH2:11][C:12]2[CH:13]=[N:14][C:15]([N:24]3[CH2:28][CH2:27][CH2:26][CH2:25]3)=[C:16]([O:18][CH3:19])[CH:17]=2)[CH:10]=1)=[O:5])[CH3:2], predict the reactants needed to synthesize it. The reactants are: [CH2:1]([O:3][C:4]([C:6]1[C:7]([CH:21]2[CH2:23][CH2:22]2)=[N:8][N:9]([CH2:11][C:12]2[CH:13]=[N:14][C:15](Cl)=[C:16]([O:18][CH3:19])[CH:17]=2)[CH:10]=1)=[O:5])[CH3:2].[NH:24]1[CH2:28][CH2:27][CH2:26][CH2:25]1.C([O-])(O)=O.[Na+].